Dataset: Forward reaction prediction with 1.9M reactions from USPTO patents (1976-2016). Task: Predict the product of the given reaction. Given the reactants [NH2:1][C:2]1[N:7]=[CH:6][C:5]([C:8]2[CH:16]=[CH:15][C:11]([C:12](O)=[O:13])=[CH:10][CH:9]=2)=[CH:4][C:3]=1[C:17](=[O:25])[NH:18][C:19]1[CH:24]=[CH:23][N:22]=[CH:21][CH:20]=1.[CH3:26][O:27][CH2:28][CH2:29][NH2:30], predict the reaction product. The product is: [NH2:1][C:2]1[N:7]=[CH:6][C:5]([C:8]2[CH:16]=[CH:15][C:11]([C:12](=[O:13])[NH:30][CH2:29][CH2:28][O:27][CH3:26])=[CH:10][CH:9]=2)=[CH:4][C:3]=1[C:17]([NH:18][C:19]1[CH:24]=[CH:23][N:22]=[CH:21][CH:20]=1)=[O:25].